This data is from Forward reaction prediction with 1.9M reactions from USPTO patents (1976-2016). The task is: Predict the product of the given reaction. (1) The product is: [Cl:11][C:12]1[CH:13]=[C:14]([N:19]2[C:6](=[O:7])[C:4]([Br:5])=[C:2]([Br:3])[CH:1]=[N:20]2)[CH:15]=[CH:16][C:17]=1[F:18]. Given the reactants [C:1](O)(=O)/[C:2](=[C:4](\[CH:6]=[O:7])/[Br:5])/[Br:3].Cl.[Cl:11][C:12]1[CH:13]=[C:14]([NH:19][NH2:20])[CH:15]=[CH:16][C:17]=1[F:18], predict the reaction product. (2) The product is: [OH:8][CH2:9][CH2:10][O:11][C:12]1[C:17]([C:18]2[CH:19]=[CH:20][C:21]([S:24]([CH3:26])=[O:25])=[CH:22][CH:23]=2)=[CH:16][C:15]([C:27]2[NH:37][C:38](=[O:50])[C:39]3[C:44](=[CH:43][C:42]([O:46][CH3:47])=[CH:41][C:40]=3[O:48][CH3:49])[N:77]=2)=[CH:14][CH:13]=1. Given the reactants [Si]([O:8][CH2:9][CH2:10][O:11][C:12]1[C:17]([C:18]2[CH:23]=[CH:22][C:21]([S:24]([CH3:26])=[O:25])=[CH:20][CH:19]=2)=[CH:16][C:15]([CH:27]=O)=[CH:14][CH:13]=1)(C(C)(C)C)(C)C.BrC1N=C(C2[NH:37][C:38](=[O:50])[C:39]3[C:44](C=2)=[CH:43][C:42]([O:46][CH3:47])=[CH:41][C:40]=3[O:48][CH3:49])C=CC=1.CC1C=CC(S(O)(=O)=O)=CC=1.OS([O-])=O.[Na+].FC(F)(F)C(O)=O.CC([N:77](C)C)=O, predict the reaction product. (3) Given the reactants Cl[CH2:2][C:3]1[S:4][C:5]2[CH:11]=[C:10]([O:12][CH3:13])[C:9]([O:14][CH3:15])=[C:8]([O:16][CH3:17])[C:6]=2[CH:7]=1.[NH:18]1[CH2:23][CH2:22][NH:21][CH2:20][CH2:19]1, predict the reaction product. The product is: [CH3:17][O:16][C:8]1[C:6]2[CH:7]=[C:3]([CH2:2][N:18]3[CH2:23][CH2:22][N:21]([CH2:2][C:3]4[S:4][C:5]5[CH:11]=[C:10]([O:12][CH3:13])[C:9]([O:14][CH3:15])=[C:8]([O:16][CH3:17])[C:6]=5[CH:7]=4)[CH2:20][CH2:19]3)[S:4][C:5]=2[CH:11]=[C:10]([O:12][CH3:13])[C:9]=1[O:14][CH3:15]. (4) Given the reactants C(=O)([O-])[O-].[K+].[K+].[CH3:7][C:8]1([CH3:14])[C:12](=[O:13])[CH2:11][CH2:10][NH:9]1.[NH2:15][C:16]1[N:21]=[C:20]([S:22]([NH:25][C:26]([C:28]2[C:29](F)=[N:30][C:31]([C:34]3[CH:39]=[C:38]([O:40][CH2:41][CH:42]([CH3:44])[CH3:43])[CH:37]=[C:36]([F:45])[CH:35]=3)=[CH:32][CH:33]=2)=[O:27])(=[O:24])=[O:23])[CH:19]=[CH:18][CH:17]=1, predict the reaction product. The product is: [NH2:15][C:16]1[N:21]=[C:20]([S:22]([NH:25][C:26]([C:28]2[C:29]([N:9]3[CH2:10][CH2:11][C:12](=[O:13])[C:8]3([CH3:14])[CH3:7])=[N:30][C:31]([C:34]3[CH:39]=[C:38]([O:40][CH2:41][CH:42]([CH3:43])[CH3:44])[CH:37]=[C:36]([F:45])[CH:35]=3)=[CH:32][CH:33]=2)=[O:27])(=[O:24])=[O:23])[CH:19]=[CH:18][CH:17]=1.